The task is: Predict the reaction yield, written as a fraction of the theoretical maximum amount of product (1.0 means a 100% yield; for example, 0.34 means a 34% yield).. This data is from Reaction yield outcomes from USPTO patents with 853,638 reactions. (1) The reactants are C([O:4][CH2:5][C:6]([NH:8][C:9]1[CH:36]=[CH:35][C:12]([C:13]([NH:15][C:16]2[S:20][C:19]([NH:21][C:22]3[CH:31]=[CH:30][C:29]4[C:24](=[CH:25][CH:26]=[CH:27][CH:28]=4)[CH:23]=3)=[N:18][C:17]=2[C:32]([NH2:34])=[O:33])=[O:14])=[CH:11][CH:10]=1)=[O:7])(=O)C.C([O-])([O-])=O.[K+].[K+]. The catalyst is CO.O. The product is [OH:4][CH2:5][C:6]([NH:8][C:9]1[CH:10]=[CH:11][C:12]([C:13]([NH:15][C:16]2[S:20][C:19]([NH:21][C:22]3[CH:31]=[CH:30][C:29]4[C:24](=[CH:25][CH:26]=[CH:27][CH:28]=4)[CH:23]=3)=[N:18][C:17]=2[C:32]([NH2:34])=[O:33])=[O:14])=[CH:35][CH:36]=1)=[O:7]. The yield is 0.0500. (2) The reactants are O=[C:2]1[CH2:7][CH2:6][CH:5]([N:8]2[C:13](=[O:14])[C:12]([CH2:15][C:16]3[CH:21]=[CH:20][C:19]([C:22]4[CH:27]=[CH:26][CH:25]=[CH:24][C:23]=4[C:28]4[NH:32][C:31](=[O:33])[O:30][N:29]=4)=[CH:18][CH:17]=3)=[C:11]([CH2:34][CH2:35][CH3:36])[N:10]3[N:37]=[CH:38][N:39]=[C:9]23)[CH2:4][CH2:3]1.Cl.[NH2:41][O:42][CH:43]([CH3:45])[CH3:44].N1C=CC=CC=1.Cl. The catalyst is O.C(OCC)(=O)C. The product is [CH3:44][CH:43]([O:42][N:41]=[C:2]1[CH2:3][CH2:4][CH:5]([N:8]2[C:13](=[O:14])[C:12]([CH2:15][C:16]3[CH:21]=[CH:20][C:19]([C:22]4[CH:27]=[CH:26][CH:25]=[CH:24][C:23]=4[C:28]4[NH:32][C:31](=[O:33])[O:30][N:29]=4)=[CH:18][CH:17]=3)=[C:11]([CH2:34][CH2:35][CH3:36])[N:10]3[N:37]=[CH:38][N:39]=[C:9]23)[CH2:6][CH2:7]1)[CH3:45]. The yield is 0.790. (3) The reactants are Cl.[Br:2][C:3]1[CH:4]=[C:5]([CH:8]=[CH:9][CH:10]=1)[CH2:6][NH2:7].C([O-])([O-])=O.[Na+].[Na+].[CH:17]1[C:29]2[CH:28]([CH2:30][O:31][C:32](C3CC(=O)N(O)C3=O)=[O:33])[C:27]3[C:22](=[CH:23][CH:24]=[CH:25][CH:26]=3)[C:21]=2[CH:20]=[CH:19][CH:18]=1. The catalyst is O1CCOCC1.C(Cl)Cl. The product is [CH:17]1[C:29]2[CH:28]([CH2:30][O:31][C:32](=[O:33])[NH:7][CH2:6][C:5]3[CH:8]=[CH:9][CH:10]=[C:3]([Br:2])[CH:4]=3)[C:27]3[C:22](=[CH:23][CH:24]=[CH:25][CH:26]=3)[C:21]=2[CH:20]=[CH:19][CH:18]=1. The yield is 0.820. (4) The reactants are [C:1]([O:4][C@@H:5]1[C@@H:13]([C@@:14]2([CH3:44])[CH2:19][CH2:18][C@H:17]([O:20][C:21](=[O:23])[CH3:22])[CH2:16][C@@H:15]2[CH2:24][CH2:25][O:26][Si](C(C)(C)C)(C2C=CC=CC=2)C2C=CC=CC=2)[CH2:12][CH2:11][C@@:10]2([CH3:45])[C@H:6]1[CH2:7][CH2:8][C:9]2=[CH2:46])(=[O:3])[CH3:2].CCCC[N+](CCCC)(CCCC)CCCC.[F-].C([O-])(O)=O.[Na+]. The catalyst is C1COCC1. The product is [C:1]([O:4][C@@H:5]1[C@@H:13]([C@@:14]2([CH3:44])[CH2:19][CH2:18][C@H:17]([O:20][C:21](=[O:23])[CH3:22])[CH2:16][C@@H:15]2[CH2:24][CH2:25][OH:26])[CH2:12][CH2:11][C@@:10]2([CH3:45])[C@H:6]1[CH2:7][CH2:8][C:9]2=[CH2:46])(=[O:3])[CH3:2]. The yield is 0.920. (5) The reactants are [CH3:1][N:2]1[CH:6]=[CH:5][N:4]=[C:3]1[CH:7]1[C:16](=O)[C:15]2[C:14]([C:18]([O:20]CC)=O)=[CH:13][CH:12]=[CH:11][C:10]=2[NH:9][CH:8]1[C:23]1[CH:28]=[CH:27][CH:26]=[CH:25][CH:24]=1.O.[NH2:30][NH2:31]. The catalyst is CO. The product is [CH3:1][N:2]1[CH:6]=[CH:5][N:4]=[C:3]1[CH:7]1[C:16]2=[N:30][NH:31][C:18](=[O:20])[C:14]3[CH:13]=[CH:12][CH:11]=[C:10]([C:15]=32)[NH:9][CH:8]1[C:23]1[CH:24]=[CH:25][CH:26]=[CH:27][CH:28]=1. The yield is 0.740. (6) The product is [NH:1]1[C:9]2[C:4](=[CH:5][CH:6]=[C:7]([NH:10][C:11]3[N:20]=[C:19]([NH:24][C@@H:25]4[CH2:30][CH2:29][CH2:28][CH2:27][C@@H:26]4[NH:31][C:32]([O:33][C:34]([CH3:37])([CH3:36])[CH3:35])=[O:38])[CH:18]=[C:17]([C:22]#[N:23])[C:12]=3[C:13]([O:15][CH3:16])=[O:14])[CH:8]=2)[CH:3]=[N:2]1. The catalyst is C1COCC1.CCOC(C)=O. The reactants are [NH:1]1[C:9]2[C:4](=[CH:5][CH:6]=[C:7]([NH:10][C:11]3[N:20]=[C:19](Cl)[CH:18]=[C:17]([C:22]#[N:23])[C:12]=3[C:13]([O:15][CH3:16])=[O:14])[CH:8]=2)[CH:3]=[N:2]1.[NH2:24][C@@H:25]1[CH2:30][CH2:29][CH2:28][CH2:27][C@@H:26]1[NH:31][C:32](=[O:38])[O:33][C:34]([CH3:37])([CH3:36])[CH3:35].CCN(CC)CC.O. The yield is 0.620. (7) The reactants are [CH3:1][O:2][C:3]([C:5]1[CH:10]=[CH:9][C:8](B(O)O)=[CH:7][CH:6]=1)=[O:4].Br[C:15]1[C:28]2[C:29]3=[C:30]4[C:25](=[CH:26][CH:27]=2)[C:24](Br)=[CH:23][C:22](Br)=[C:21]4[CH:20]=[CH:19][C:18]3=[C:17](Br)[CH:16]=1.[K]. The catalyst is O1CCOCC1.[Pd].C1(P(C2C=CC=CC=2)C2C=CC=CC=2)C=CC=CC=1.C1(P(C2C=CC=CC=2)C2C=CC=CC=2)C=CC=CC=1.C1(P(C2C=CC=CC=2)C2C=CC=CC=2)C=CC=CC=1.C1(P(C2C=CC=CC=2)C2C=CC=CC=2)C=CC=CC=1. The product is [CH3:1][O:2][C:3]([C:5]1[CH:10]=[CH:9][C:8]([C:15]2[C:28]3[C:29]4=[C:30]5[C:25](=[CH:26][CH:27]=3)[C:24]([C:8]3[CH:9]=[CH:10][C:5]([C:3]([O:2][CH3:1])=[O:4])=[CH:6][CH:7]=3)=[CH:23][C:22]([C:8]3[CH:9]=[CH:10][C:5]([C:3]([O:2][CH3:1])=[O:4])=[CH:6][CH:7]=3)=[C:21]5[CH:20]=[CH:19][C:18]4=[C:17]([C:8]3[CH:9]=[CH:10][C:5]([C:3]([O:2][CH3:1])=[O:4])=[CH:6][CH:7]=3)[CH:16]=2)=[CH:7][CH:6]=1)=[O:4]. The yield is 0.820. (8) The reactants are [N+:1]([C:4]1[CH:5]=[CH:6][C:7]2[S:11][C:10]([C:12]3[CH:17]=[CH:16][C:15]([CH3:18])=[CH:14][CH:13]=3)=[N:9][C:8]=2[CH:19]=1)([O-])=O.[Cl-].[NH4+]. The catalyst is C(O)C.O.[Fe]. The product is [C:15]1([CH3:18])[CH:14]=[CH:13][C:12]([C:10]2[S:11][C:7]3[CH:6]=[CH:5][C:4]([NH2:1])=[CH:19][C:8]=3[N:9]=2)=[CH:17][CH:16]=1. The yield is 0.620. (9) The reactants are [CH:1]1([CH2:4][CH2:5][N:6]2[C:11](=[O:12])[CH2:10][C:9](=[O:13])[N:8]([CH2:14][CH2:15][CH:16]3[CH2:18][CH2:17]3)[C:7]2=[O:19])[CH2:3][CH2:2]1.C(N(C(C)C)CC)(C)C.[N:29]([CH2:32][C:33]([O:35]CC)=[O:34])=[C:30]=[O:31]. The catalyst is ClCCl. The product is [CH:16]1([CH2:15][CH2:14][N:8]2[C:9]([OH:13])=[C:10]([C:30]([NH:29][CH2:32][C:33]([OH:35])=[O:34])=[O:31])[C:11](=[O:12])[N:6]([CH2:5][CH2:4][CH:1]3[CH2:2][CH2:3]3)[C:7]2=[O:19])[CH2:18][CH2:17]1. The yield is 0.760.